This data is from Catalyst prediction with 721,799 reactions and 888 catalyst types from USPTO. The task is: Predict which catalyst facilitates the given reaction. (1) Product: [CH3:8]/[C:7](/[CH:9]=[CH:20]/[CH:19]=[CH:18]/[CH2:22][CH2:25]/[CH:26]=[CH:27]\[CH2:36]/[CH:35]=[CH:34]\[CH2:33]/[CH:22]=[CH:18]\[CH2:19]/[CH:20]=[CH:25]\[CH2:26][CH3:27])=[CH:6]\[C:4]([O:3][CH2:2][CH3:1])=[O:5]. The catalyst class is: 1. Reactant: [CH3:1][CH2:2][O:3][C:4](/[CH:6]=[C:7](/[CH2:9]P(OCC)(OCC)=O)\[CH3:8])=[O:5].[CH2:18]1[CH2:22]O[CH2:20][CH2:19]1.CN1C(=O)N(C)[CH2:27][CH2:26][CH2:25]1.[Li][CH2:33][CH2:34][CH2:35][CH3:36].[NH4+].[Cl-]. (2) Reactant: F[C:2]1[CH:3]=[C:4]([CH:18]=[CH:19][C:20]=1[N+:21]([O-:23])=[O:22])[C:5]([N:7]([CH2:13][CH2:14][CH:15]([CH3:17])[CH3:16])[CH2:8][CH2:9][CH:10]([CH3:12])[CH3:11])=[O:6].[CH2:24]([N:26]([CH2:31]C)[CH2:27][CH2:28][CH2:29][NH2:30])C.C(=O)([O-])[O-].[K+].[K+]. Product: [CH3:24][N:26]([CH3:31])[CH2:27][CH2:28][CH2:29][NH:30][C:2]1[CH:3]=[C:4]([CH:18]=[CH:19][C:20]=1[N+:21]([O-:23])=[O:22])[C:5]([N:7]([CH2:13][CH2:14][CH:15]([CH3:17])[CH3:16])[CH2:8][CH2:9][CH:10]([CH3:12])[CH3:11])=[O:6]. The catalyst class is: 10. (3) Reactant: O1CCCC1.[O:6]([C:13]1[CH:19]=[CH:18][C:16]([NH2:17])=[CH:15][CH:14]=1)[C:7]1[CH:12]=[CH:11][CH:10]=[CH:9][CH:8]=1.C(N(CC)CC)C.[Cl:27][C:28]1[CH:36]=[CH:35][C:34]([N+:37]([O-:39])=[O:38])=[CH:33][C:29]=1[C:30](Cl)=[O:31]. Product: [O:6]([C:13]1[CH:14]=[CH:15][C:16]([NH:17][C:30](=[O:31])[C:29]2[CH:33]=[C:34]([N+:37]([O-:39])=[O:38])[CH:35]=[CH:36][C:28]=2[Cl:27])=[CH:18][CH:19]=1)[C:7]1[CH:8]=[CH:9][CH:10]=[CH:11][CH:12]=1. The catalyst class is: 6.